Dataset: Full USPTO retrosynthesis dataset with 1.9M reactions from patents (1976-2016). Task: Predict the reactants needed to synthesize the given product. (1) The reactants are: Cl.[NH:2]([C:4]1[CH:5]=[C:6]([CH:12]=[CH:13][CH:14]=1)C(OCC)=O)[NH2:3].CC(C)(C)C(=O)CC#N.O=[C:25]1[CH2:29][O:28][CH2:27][CH:26]1[C:30]#[N:31]. Given the product [C:4]1([N:2]2[C:30]([NH2:31])=[C:26]3[CH2:27][O:28][CH2:29][C:25]3=[N:3]2)[CH:14]=[CH:13][CH:12]=[CH:6][CH:5]=1, predict the reactants needed to synthesize it. (2) Given the product [C:34]1([NH:33][C:30]2[CH:29]=[CH:28][C:27]([CH2:26][CH:15]([NH:16][S:17]([C:20]3[CH:25]=[CH:24][CH:23]=[CH:22][N:21]=3)(=[O:19])=[O:18])[C:11]3[N:10]=[C:9]([NH:8][CH2:7][C:6]([OH:47])=[O:5])[CH:14]=[CH:13][CH:12]=3)=[CH:32][CH:31]=2)[CH:35]=[CH:36][CH:37]=[CH:38][CH:39]=1, predict the reactants needed to synthesize it. The reactants are: C([O:5][C:6](=[O:47])[CH2:7][N:8](C(OC(C)(C)C)=O)[C:9]1[CH:14]=[CH:13][CH:12]=[C:11]([CH:15]([CH2:26][C:27]2[CH:32]=[CH:31][C:30]([NH:33][C:34]3[CH:39]=[CH:38][CH:37]=[CH:36][CH:35]=3)=[CH:29][CH:28]=2)[NH:16][S:17]([C:20]2[CH:25]=[CH:24][CH:23]=[CH:22][N:21]=2)(=[O:19])=[O:18])[N:10]=1)(C)(C)C.Cl.O1CCOCC1. (3) Given the product [CH:10]1([S:9][C:4]2[C:3]([CH2:2][O:25][C:22]3[CH:23]=[CH:24][C:19]([CH2:18][CH2:17][C:16]([OH:27])=[O:15])=[CH:20][C:21]=3[F:26])=[CH:8][CH:7]=[CH:6][N:5]=2)[CH2:13][CH2:12][CH2:11]1, predict the reactants needed to synthesize it. The reactants are: Cl[CH2:2][C:3]1[C:4]([S:9][CH:10]2[CH2:13][CH2:12][CH2:11]2)=[N:5][CH:6]=[CH:7][CH:8]=1.C[O:15][C:16](=[O:27])[CH2:17][CH2:18][C:19]1[CH:24]=[CH:23][C:22]([OH:25])=[C:21]([F:26])[CH:20]=1. (4) Given the product [C:14]([C:18]1[CH:23]=[CH:22][C:21]2[O:24][C:7]3([OH:8])[C:5]4[C:4]([C:10](=[O:11])[C:9]3([OH:13])[C:20]=2[CH:19]=1)=[CH:3][CH:2]=[CH:1][CH:6]=4)([CH3:17])([CH3:15])[CH3:16], predict the reactants needed to synthesize it. The reactants are: [CH:1]1[CH:6]=[C:5]2[C:7]([C:9]([OH:13])(O)[C:10](=[O:11])[C:4]2=[CH:3][CH:2]=1)=[O:8].[C:14]([C:18]1[CH:23]=[CH:22][C:21]([OH:24])=[CH:20][CH:19]=1)([CH3:17])([CH3:16])[CH3:15]. (5) Given the product [C:3]1([C:8]2[CH:13]=[CH:12][CH:11]=[CH:10][CH:9]=2)[C:2]([S:19]([Cl:22])(=[O:21])=[O:20])=[CH:7][CH:6]=[CH:5][CH:4]=1, predict the reactants needed to synthesize it. The reactants are: Br[C:2]1[CH:7]=[CH:6][CH:5]=[CH:4][C:3]=1[C:8]1[CH:13]=[CH:12][CH:11]=[CH:10][CH:9]=1.C([Li])CCC.[S:19](Cl)([Cl:22])(=[O:21])=[O:20]. (6) The reactants are: [C:1]1([C:7]2[C:16]3[C:11](=[CH:12][C:13]([S:17][C:18]4[CH:19]=[C:20]([CH:24]=[CH:25][CH:26]=4)[C:21](O)=[O:22])=[CH:14][CH:15]=3)[N:10]3[CH:27]=[N:28][N:29]=[C:9]3[CH:8]=2)[CH:6]=[CH:5][CH:4]=[CH:3][CH:2]=1.C(Cl)(=O)C(Cl)=O.[CH3:36][N:37](C=O)[CH3:38].CNC. Given the product [CH3:36][N:37]([CH3:38])[C:21](=[O:22])[C:20]1[CH:24]=[CH:25][CH:26]=[C:18]([S:17][C:13]2[CH:12]=[C:11]3[C:16]([C:7]([C:1]4[CH:2]=[CH:3][CH:4]=[CH:5][CH:6]=4)=[CH:8][C:9]4[N:10]3[CH:27]=[N:28][N:29]=4)=[CH:15][CH:14]=2)[CH:19]=1, predict the reactants needed to synthesize it. (7) Given the product [CH3:20][N:18]1[CH:19]=[C:15]([N:14]2[C:5]3[C:4]4[CH:3]=[C:2]([C:31]5[CH:30]=[N:29][C:28]([CH3:42])=[C:27]([O:26][CH2:24][CH3:25])[CH:32]=5)[CH:11]=[CH:10][C:9]=4[N:8]=[CH:7][C:6]=3[N:12]([CH3:23])[C:13]2=[O:22])[C:16]([CH3:21])=[N:17]1, predict the reactants needed to synthesize it. The reactants are: Br[C:2]1[CH:11]=[CH:10][C:9]2[N:8]=[CH:7][C:6]3[N:12]([CH3:23])[C:13](=[O:22])[N:14]([C:15]4[C:16]([CH3:21])=[N:17][N:18]([CH3:20])[CH:19]=4)[C:5]=3[C:4]=2[CH:3]=1.[CH2:24]([O:26][C:27]1[C:28]([CH3:42])=[N:29][CH:30]=[C:31](B2OC(C)(C)C(C)(C)O2)[CH:32]=1)[CH3:25].